From a dataset of Peptide-MHC class II binding affinity with 134,281 pairs from IEDB. Regression. Given a peptide amino acid sequence and an MHC pseudo amino acid sequence, predict their binding affinity value. This is MHC class II binding data. (1) The peptide sequence is LPISPLSNSLLRHHNMVYAT. The MHC is DRB1_0802 with pseudo-sequence DRB1_0802. The binding affinity (normalized) is 0.134. (2) The peptide sequence is KLRSAGEVEIQFRRV. The MHC is HLA-DQA10401-DQB10402 with pseudo-sequence HLA-DQA10401-DQB10402. The binding affinity (normalized) is 0.389. (3) The peptide sequence is MAEMKTDAATLAQEA. The MHC is DRB1_1201 with pseudo-sequence DRB1_1201. The binding affinity (normalized) is 0.194. (4) The peptide sequence is EKKYFAATQFEMLAA. The MHC is DRB1_0101 with pseudo-sequence DRB1_0101. The binding affinity (normalized) is 0.777. (5) The peptide sequence is YDKFLANVNTVLTGK. The MHC is DRB1_0802 with pseudo-sequence DRB1_0802. The binding affinity (normalized) is 0.771. (6) The peptide sequence is WLACGVDNFCVKVLAK. The MHC is HLA-DQA10501-DQB10402 with pseudo-sequence HLA-DQA10501-DQB10402. The binding affinity (normalized) is 0.434. (7) The peptide sequence is CLEPIEGKVVQYENL. The MHC is DRB1_1101 with pseudo-sequence DRB1_1101. The binding affinity (normalized) is 0.171.